From a dataset of Full USPTO retrosynthesis dataset with 1.9M reactions from patents (1976-2016). Predict the reactants needed to synthesize the given product. (1) Given the product [Si:31]([O:30][C@H:23]1[C:24]2[C:29](=[CH:28][CH:27]=[CH:26][CH:25]=2)[C@H:20]([N:19]2[C:48]([CH3:49])=[N:1][C:2]3[C:3]2=[N:4][C:5]([N:8]2[C:12]4[CH:13]=[C:14]([C:17]#[N:18])[CH:15]=[CH:16][C:11]=4[N:10]=[CH:9]2)=[N:6][CH:7]=3)[CH2:21][CH2:22]1)([C:44]([CH3:47])([CH3:46])[CH3:45])([C:32]1[CH:33]=[CH:34][CH:35]=[CH:36][CH:37]=1)[C:38]1[CH:43]=[CH:42][CH:41]=[CH:40][CH:39]=1, predict the reactants needed to synthesize it. The reactants are: [NH2:1][C:2]1[C:3]([NH:19][C@H:20]2[C:29]3[C:24](=[CH:25][CH:26]=[CH:27][CH:28]=3)[C@H:23]([O:30][Si:31]([C:44]([CH3:47])([CH3:46])[CH3:45])([C:38]3[CH:43]=[CH:42][CH:41]=[CH:40][CH:39]=3)[C:32]3[CH:37]=[CH:36][CH:35]=[CH:34][CH:33]=3)[CH2:22][CH2:21]2)=[N:4][C:5]([N:8]2[C:12]3[CH:13]=[C:14]([C:17]#[N:18])[CH:15]=[CH:16][C:11]=3[N:10]=[CH:9]2)=[N:6][CH:7]=1.[C:48]1(C)C=CC=C[CH:49]=1.COC(OC)N(C)C.C1(C)C=CC(S([O-])(=O)=O)=CC=1.[NH+]1C=CC=CC=1. (2) The reactants are: [C:1]([N:9]=[C:10]=[S:11])(=[O:8])[C:2]1[CH:7]=[CH:6][CH:5]=[CH:4][CH:3]=1.[N:12]#[C:13][NH2:14].N12CCCN=C1CCCCC2.Br[CH2:27][C:28]([O:30][CH3:31])=[O:29]. Given the product [NH2:12][C:13]1[N:14]=[C:10]([NH:9][C:1](=[O:8])[C:2]2[CH:7]=[CH:6][CH:5]=[CH:4][CH:3]=2)[S:11][C:27]=1[C:28]([O:30][CH3:31])=[O:29], predict the reactants needed to synthesize it. (3) Given the product [N:30]12[CH2:29][CH:28]([NH:27][C:22]([C:18]3[CH:19]=[CH:20][CH:21]=[C:15]4[O:14][C:13]([N:12]5[CH2:11][CH2:10][O:9][CH2:8][C@@H:7]5[C:1]5[CH:2]=[CH:3][CH:4]=[CH:5][CH:6]=5)=[N:17][C:16]=34)=[O:24])[CH:33]([CH2:34][CH2:35]1)[CH2:32][CH2:31]2, predict the reactants needed to synthesize it. The reactants are: [C:1]1([CH:7]2[N:12]([C:13]3[O:14][C:15]4[C:16](=[C:18]([C:22]([OH:24])=O)[CH:19]=[CH:20][CH:21]=4)[N:17]=3)[CH2:11][CH2:10][O:9][CH2:8]2)[CH:6]=[CH:5][CH:4]=[CH:3][CH:2]=1.Cl.Cl.[NH2:27][C@H:28]1[CH:33]2[CH2:34][CH2:35][N:30]([CH2:31][CH2:32]2)[CH2:29]1. (4) Given the product [CH:1]([C:3]1[CH:8]=[CH:7][CH:6]=[CH:5][C:4]=1[S:9]([N:14]([CH3:13])[C:15]1[CH:20]=[CH:19][CH:18]=[CH:17][CH:16]=1)(=[O:11])=[O:10])=[O:2], predict the reactants needed to synthesize it. The reactants are: [CH:1]([C:3]1[CH:8]=[CH:7][CH:6]=[CH:5][C:4]=1[S:9](Cl)(=[O:11])=[O:10])=[O:2].[CH3:13][NH:14][C:15]1[CH:20]=[CH:19][CH:18]=[CH:17][CH:16]=1.S(=O)(O)[O-].[Na+].C(=O)([O-])[O-].[Na+].[Na+]. (5) The reactants are: [CH2:1]([O:3][C:4]([C:6]1[NH:7][C:8]([CH3:21])=[C:9]([C:12]2[CH:17]=[CH:16][C:15]([C:18]([OH:20])=O)=[CH:14][CH:13]=2)[C:10]=1[CH3:11])=[O:5])[CH3:2].C(Cl)(=O)C(Cl)=O.[F:28][C:29]([F:38])([F:37])[C:30]1[CH:35]=[CH:34][C:33]([NH2:36])=[CH:32][CH:31]=1. Given the product [CH2:1]([O:3][C:4]([C:6]1[NH:7][C:8]([CH3:21])=[C:9]([C:12]2[CH:13]=[CH:14][C:15]([C:18](=[O:20])[NH:36][C:33]3[CH:34]=[CH:35][C:30]([C:29]([F:28])([F:37])[F:38])=[CH:31][CH:32]=3)=[CH:16][CH:17]=2)[C:10]=1[CH3:11])=[O:5])[CH3:2], predict the reactants needed to synthesize it. (6) Given the product [F:12][C:8]1[C:7]([F:13])=[C:6]2[C:11]([CH:2]=[C:3]([C:14]([O:16][CH2:17][CH3:18])=[O:15])[CH:4]=[N:5]2)=[CH:10][CH:9]=1, predict the reactants needed to synthesize it. The reactants are: Cl[C:2]1[C:11]2[C:6](=[C:7]([F:13])[C:8]([F:12])=[CH:9][CH:10]=2)[N:5]=[CH:4][C:3]=1[C:14]([O:16][CH2:17][CH3:18])=[O:15].C(N(CC)CC)C.